From a dataset of Forward reaction prediction with 1.9M reactions from USPTO patents (1976-2016). Predict the product of the given reaction. (1) Given the reactants [Cl:1][C:2]1[CH:7]=[CH:6][C:5]([C:8]2[N:12]([CH:13]([CH:16]3[CH2:21][CH2:20][CH2:19][CH2:18][CH2:17]3)[CH2:14][OH:15])[C:11]3[CH:22]=[C:23]([F:27])[C:24]([F:26])=[CH:25][C:10]=3[N:9]=2)=[CH:4][CH:3]=1.O[C:29]1[CH:34]=[CH:33][CH:32]=[CH:31][N:30]=1.N(C(OC(C)(C)C)=O)=NC(OC(C)(C)C)=O, predict the reaction product. The product is: [Cl:1][C:2]1[CH:7]=[CH:6][C:5]([C:8]2[N:12]([CH:13]([CH:16]3[CH2:17][CH2:18][CH2:19][CH2:20][CH2:21]3)[CH2:14][O:15][C:29]3[CH:34]=[CH:33][CH:32]=[CH:31][N:30]=3)[C:11]3[CH:22]=[C:23]([F:27])[C:24]([F:26])=[CH:25][C:10]=3[N:9]=2)=[CH:4][CH:3]=1. (2) Given the reactants [CH3:1][C:2]1[CH:11]=[CH:10][C:5]([C:6]([O:8][CH3:9])=[O:7])=[CH:4][N:3]=1.[Br:12]N1C(=O)CCC1=O.N(C(C)(C)C#N)=NC(C)(C)C#N.CCCCCC, predict the reaction product. The product is: [Br:12][CH2:1][C:2]1[CH:11]=[CH:10][C:5]([C:6]([O:8][CH3:9])=[O:7])=[CH:4][N:3]=1.